This data is from Experimentally validated miRNA-target interactions with 360,000+ pairs, plus equal number of negative samples. The task is: Binary Classification. Given a miRNA mature sequence and a target amino acid sequence, predict their likelihood of interaction. The miRNA is hsa-miR-1199-5p with sequence CCUGAGCCCGGGCCGCGCAG. The protein sequence of the target gene is MLSATRRACQLLLLHSLFPVPRMGNSASNIVSPQEALPGRKEQTPVAAKHHVNGNRTVEPFPEGTQMAVFGMGCFWGAERKFWVLKGVYSTQVGFAGGYTSNPTYKEVCSEKTGHAEVVRVVYQPEHMSFEELLKVFWENHDPTQGMRQGNDHGTQYRSAIYPTSAKQMEAALSSKENYQKVLSEHGFGPITTDIREGQTFYYAEDYHQQYLSKNPNGYCGLGGTGVSCPVGIKK. Result: 0 (no interaction).